Task: Predict which catalyst facilitates the given reaction.. Dataset: Catalyst prediction with 721,799 reactions and 888 catalyst types from USPTO (1) The catalyst class is: 2. Product: [CH3:20][O:21][C:22]1[CH:27]=[CH:26][CH:25]=[CH:24][C:23]=1[N:28]1[CH2:33][CH2:32][N:31]([CH2:17][CH2:16][CH2:15][CH:13]2[O:12][N:11]=[C:10]([C:6]3[CH:7]=[CH:8][CH:9]=[C:4]([N+:1]([O-:3])=[O:2])[CH:5]=3)[CH2:14]2)[CH2:30][CH2:29]1. Reactant: [N+:1]([C:4]1[CH:5]=[C:6]([C:10]2[CH2:14][CH:13]([CH2:15][CH2:16][CH:17]=O)[O:12][N:11]=2)[CH:7]=[CH:8][CH:9]=1)([O-:3])=[O:2].Cl.[CH3:20][O:21][C:22]1[CH:27]=[CH:26][CH:25]=[CH:24][C:23]=1[N:28]1[CH2:33][CH2:32][NH:31][CH2:30][CH2:29]1.[BH-](OC(C)=O)(OC(C)=O)OC(C)=O.[Na+].C(N(C(C)C)CC)(C)C. (2) Reactant: [CH3:1][C@:2]12[C:8]([CH3:10])([CH3:9])[C@H:5]([CH2:6][CH2:7]1)[CH:4]([C:11](Cl)=[O:12])[C:3]2=O.C(N(CC)CC)C.C(OC([N:29]([CH2:41][C:42]1[CH:47]=[CH:46][CH:45]=[CH:44][CH:43]=1)[NH:30][C:31]1[CH:40]=[CH:39][C:38]2[C:33](=[CH:34][CH:35]=[CH:36][CH:37]=2)[CH:32]=1)=O)(C)(C)C.Cl.O1CCOCC1. Product: [CH2:41]([N:29]1[C:3]2[C@@:2]3([CH3:1])[C:8]([CH3:10])([CH3:9])[C@H:5]([CH2:6][CH2:7]3)[C:4]=2[C:11](=[O:12])[N:30]1[C:31]1[CH:40]=[CH:39][C:38]2[C:33](=[CH:34][CH:35]=[CH:36][CH:37]=2)[CH:32]=1)[C:42]1[CH:43]=[CH:44][CH:45]=[CH:46][CH:47]=1. The catalyst class is: 26.